Dataset: Reaction yield outcomes from USPTO patents with 853,638 reactions. Task: Predict the reaction yield, written as a fraction of the theoretical maximum amount of product (1.0 means a 100% yield; for example, 0.34 means a 34% yield). (1) The reactants are [CH3:1][N:2]([CH3:28])[C:3]([C:5]1[N+:10]([O-])=[CH:9][C:8]([O:12][C:13]2[C:18]3[CH:19]=[C:20]([CH3:22])[O:21][C:17]=3[CH:16]=[C:15]([C:23]([O:25][CH2:26][CH3:27])=[O:24])[CH:14]=2)=[CH:7][CH:6]=1)=[O:4]. The catalyst is C(O)(=O)C.[Fe]. The product is [CH3:28][N:2]([CH3:1])[C:3]([C:5]1[N:10]=[CH:9][C:8]([O:12][C:13]2[C:18]3[CH:19]=[C:20]([CH3:22])[O:21][C:17]=3[CH:16]=[C:15]([C:23]([O:25][CH2:26][CH3:27])=[O:24])[CH:14]=2)=[CH:7][CH:6]=1)=[O:4]. The yield is 0.850. (2) The reactants are [NH:1]1[CH2:4][CH:3]([CH2:5][C:6]2[N:7]([CH3:32])[C:8]3[C:13]([N:14]=2)=[C:12]([N:15]2[CH2:20][CH2:19][O:18][CH2:17][CH2:16]2)[N:11]=[C:10]([N:21]2[C:25]4[CH:26]=[CH:27][CH:28]=[CH:29][C:24]=4[N:23]=[C:22]2[CH2:30][CH3:31])[N:9]=3)[CH2:2]1.[C:33](O)(=[O:37])[C@H:34]([CH3:36])[OH:35].CCN(C(C)C)C(C)C.CN(C(ON1N=NC2C=CC=NC1=2)=[N+](C)C)C.F[P-](F)(F)(F)(F)F. The catalyst is C(Cl)Cl. The product is [CH2:30]([C:22]1[N:21]([C:10]2[N:9]=[C:8]3[C:13]([N:14]=[C:6]([CH2:5][CH:3]4[CH2:2][N:1]([C:33](=[O:37])[C@@H:34]([OH:35])[CH3:36])[CH2:4]4)[N:7]3[CH3:32])=[C:12]([N:15]3[CH2:20][CH2:19][O:18][CH2:17][CH2:16]3)[N:11]=2)[C:25]2[CH:26]=[CH:27][CH:28]=[CH:29][C:24]=2[N:23]=1)[CH3:31]. The yield is 0.160. (3) The reactants are [CH3:1][N:2]1[CH:6]=[CH:5][CH:4]=[C:3]1[C:7]1[O:8][C:9]2[CH:15]=[C:14]([CH2:16][C:17]([O:19]C)=[O:18])[CH:13]=[CH:12][C:10]=2[N:11]=1.C1COCC1.[OH-].[Na+]. The catalyst is Cl. The product is [CH3:1][N:2]1[CH:6]=[CH:5][CH:4]=[C:3]1[C:7]1[O:8][C:9]2[CH:15]=[C:14]([CH2:16][C:17]([OH:19])=[O:18])[CH:13]=[CH:12][C:10]=2[N:11]=1. The yield is 0.670. (4) The reactants are [CH3:1][O:2][C@@H:3]([C@@H:33]([N:38]([CH3:46])[C:39](=[O:45])[C@H:40]([CH:42]([CH3:44])[CH3:43])[NH2:41])[C@@H:34]([CH3:37])[CH2:35][CH3:36])[CH2:4][C:5]([N:7]1[CH2:11][CH2:10][CH2:9][C@H:8]1[C@H:12]([O:31][CH3:32])[C@@H:13]([CH3:30])[C:14](=[O:29])[NH:15][C@H:16]([C:24]1[S:25][CH:26]=[CH:27][N:28]=1)[CH2:17][C:18]1[CH:23]=[CH:22][CH:21]=[CH:20][CH:19]=1)=[O:6].F[P-](F)(F)(F)(F)F.Br[P+](N(C)C)(N(C)C)N(C)C.C(N(C(C)C)CC)(C)C.[NH2:74][C:75]1([C:78](O)=[O:79])[CH2:77][CH2:76]1. The catalyst is ClCCl. The product is [NH2:74][C:75]1([C:78]([NH:41][C@H:40]([C:39]([N:38]([C@@H:33]([C@@H:34]([CH3:37])[CH2:35][CH3:36])[C@H:3]([O:2][CH3:1])[CH2:4][C:5]([N:7]2[CH2:11][CH2:10][CH2:9][C@H:8]2[C@H:12]([O:31][CH3:32])[C@@H:13]([CH3:30])[C:14](=[O:29])[NH:15][C@H:16]([C:24]2[S:25][CH:26]=[CH:27][N:28]=2)[CH2:17][C:18]2[CH:19]=[CH:20][CH:21]=[CH:22][CH:23]=2)=[O:6])[CH3:46])=[O:45])[CH:42]([CH3:44])[CH3:43])=[O:79])[CH2:77][CH2:76]1. The yield is 0.340.